Predict which catalyst facilitates the given reaction. From a dataset of Catalyst prediction with 721,799 reactions and 888 catalyst types from USPTO. (1) The catalyst class is: 3. Reactant: Cl[C:2]1[N:7]=[C:6](Cl)[N:5]=[CH:4][N:3]=1.C(N(C(C)C)C(C)C)C.[NH2:18][C:19]1[CH:20]=[C:21]([CH:26]=[CH:27][CH:28]=1)[C:22]([NH:24][CH3:25])=[O:23].ClC1C=CN=NN=1.[NH2:36][CH2:37][CH2:38][CH2:39][OH:40]. Product: [OH:40][CH2:39][CH2:38][CH2:37][NH:36][C:2]1[N:3]=[CH:4][N:5]=[C:6]([NH:18][C:19]2[CH:20]=[C:21]([CH:26]=[CH:27][CH:28]=2)[C:22]([NH:24][CH3:25])=[O:23])[N:7]=1. (2) Reactant: [CH3:1][O:2][C:3]1[CH:4]=[C:5]([CH:8]=[CH:9][C:10]=1[N+:11]([O-:13])=[O:12])[CH2:6][OH:7].N1C=CN=C1.[C:19]([Si:23]([CH3:26])([CH3:25])Cl)([CH3:22])([CH3:21])[CH3:20]. Product: [C:19]([Si:23]([O:7][CH2:6][C:5]1[CH:8]=[CH:9][C:10]([N+:11]([O-:13])=[O:12])=[C:3]([O:2][CH3:1])[CH:4]=1)([CH3:26])[CH3:25])([CH3:22])([CH3:21])[CH3:20]. The catalyst class is: 4. (3) Reactant: Cl[C:2]1[C:3]2[CH2:12][CH2:11][N:10]([C@@:13]3([CH3:25])[CH2:17][CH2:16][N:15]([C:18]([O:20][C:21]([CH3:24])([CH3:23])[CH3:22])=[O:19])[CH2:14]3)[C:4]=2[N:5]=[C:6]([S:8][CH3:9])[N:7]=1.CC1(C)C(C)(C)OB([C:34]2[CH:35]=[N:36][C:37]([NH2:40])=[N:38][CH:39]=2)O1.C([O-])([O-])=O.[Na+].[Na+]. Product: [NH2:40][C:37]1[N:38]=[CH:39][C:34]([C:2]2[C:3]3[CH2:12][CH2:11][N:10]([C@@:13]4([CH3:25])[CH2:17][CH2:16][N:15]([C:18]([O:20][C:21]([CH3:24])([CH3:23])[CH3:22])=[O:19])[CH2:14]4)[C:4]=3[N:5]=[C:6]([S:8][CH3:9])[N:7]=2)=[CH:35][N:36]=1. The catalyst class is: 368. (4) Reactant: [Br:1][C:2]1[CH:3]=[C:4]([NH2:9])[C:5]([NH2:8])=N[CH:7]=1.O.[C:11]([OH:15])(=O)[CH:12]=O.[BH4-].[Na+].[CH3:18]O. Product: [Br:1][C:2]1[CH:3]=[C:4]2[C:5](=[CH:18][CH:7]=1)[NH:8][C:11](=[O:15])[CH2:12][NH:9]2. The catalyst class is: 6.